Task: Predict the product of the given reaction.. Dataset: Forward reaction prediction with 1.9M reactions from USPTO patents (1976-2016) (1) Given the reactants [CH3:1][C@H:2]1[CH2:6][CH2:5][CH2:4][N:3]1[C:7]1[CH:12]=[CH:11][CH:10]=[C:9]([N+:13]([O-])=O)[CH:8]=1, predict the reaction product. The product is: [CH3:1][C@H:2]1[CH2:6][CH2:5][CH2:4][N:3]1[C:7]1[CH:8]=[C:9]([NH2:13])[CH:10]=[CH:11][CH:12]=1. (2) Given the reactants [CH3:1][C:2]1([CH3:20])[C:6]([CH3:8])([CH3:7])[O:5][B:4]([C:9]2[CH2:19][C:11]3([CH2:14][CH:13]([C:15]([O:17][CH3:18])=[O:16])C3)[CH:10]=2)[O:3]1.F[C:22](F)(F)S(OC1C[C@H]2[C@H]([C@@H]2C(OCC)=O)C=1)(=O)=O, predict the reaction product. The product is: [CH3:7][C:6]1([CH3:8])[C:2]([CH3:1])([CH3:20])[O:3][B:4]([C:9]2[CH2:19][CH:11]3[CH:14]([CH:13]3[C:15]([O:17][CH2:18][CH3:22])=[O:16])[CH:10]=2)[O:5]1. (3) Given the reactants [Cl:1][C:2]1[CH:11]=[C:10]2[C:5]([CH2:6][CH2:7][CH:8]=[C:9]2[C:12]#[N:13])=[C:4]([F:14])[CH:3]=1.[BH4-].[Na+], predict the reaction product. The product is: [Cl:1][C:2]1[CH:11]=[C:10]2[C:5]([CH2:6][CH2:7][CH2:8][CH:9]2[C:12]#[N:13])=[C:4]([F:14])[CH:3]=1. (4) Given the reactants Cl[Si](C)(C)C.BrCCBr.I[CH:11]1[CH2:20][CH2:19][C:14]2([O:18][CH2:17][CH2:16][O:15]2)[CH2:13][CH2:12]1.Br[C:22]1[CH:36]=[CH:35][C:25]([CH2:26][O:27][Si:28]([C:31]([CH3:34])([CH3:33])[CH3:32])([CH3:30])[CH3:29])=[CH:24][CH:23]=1, predict the reaction product. The product is: [C:31]([Si:28]([O:27][CH2:26][C:25]1[CH:24]=[CH:23][C:22]([CH:11]2[CH2:20][CH2:19][C:14]3([O:18][CH2:17][CH2:16][O:15]3)[CH2:13][CH2:12]2)=[CH:36][CH:35]=1)([CH3:30])[CH3:29])([CH3:34])([CH3:32])[CH3:33]. (5) Given the reactants C[O:2][C:3](=O)[CH2:4][C:5]1[CH:10]=[CH:9][C:8]([C:11]#[N:12])=[C:7]([O:13][CH3:14])[C:6]=1[Cl:15].[BH4-].[Li+], predict the reaction product. The product is: [Cl:15][C:6]1[C:7]([O:13][CH3:14])=[C:8]([C:11]#[N:12])[CH:9]=[CH:10][C:5]=1[CH2:4][CH2:3][OH:2]. (6) Given the reactants C[CH2:2][N:3](C(C)C)C(C)C.[C:10]1([C:16]2[NH:20][N:19]=[C:18]([C:21]([NH:23][CH2:24][C:25]([N:27]3[CH2:32][CH2:31][CH:30]([O:33][C:34]4[CH:42]=[CH:41][CH:40]=[CH:39][C:35]=4[C:36]([OH:38])=O)[CH2:29][CH2:28]3)=[O:26])=[O:22])[CH:17]=2)[CH:15]=[CH:14][CH:13]=[CH:12][CH:11]=1.C1C=CC2N(O)N=NC=2C=1.CCN=C=NCCCN(C)C.Cl.Cl.CN, predict the reaction product. The product is: [CH3:2][NH:3][C:36]([C:35]1[CH:39]=[CH:40][CH:41]=[CH:42][C:34]=1[O:33][CH:30]1[CH2:31][CH2:32][N:27]([C:25](=[O:26])[CH2:24][NH:23][C:21]([C:18]2[CH:17]=[C:16]([C:10]3[CH:15]=[CH:14][CH:13]=[CH:12][CH:11]=3)[NH:20][N:19]=2)=[O:22])[CH2:28][CH2:29]1)=[O:38]. (7) The product is: [NH2:1][C:2]1[C:9]([O:10][CH2:11][CH2:12][C:13]2[CH:18]=[CH:17][CH:16]=[CH:15][N:14]=2)=[CH:8][C:7]([OH:34])=[CH:6][C:3]=1[C:4]#[N:5]. Given the reactants [NH2:1][C:2]1[C:9]([O:10][CH2:11][CH2:12][C:13]2[CH:18]=[CH:17][CH:16]=[CH:15][N:14]=2)=[CH:8][C:7](B2OC(C)(C)C(C)(C)O2)=[CH:6][C:3]=1[C:4]#[N:5].[OH-].[Na+].OO.Cl.C(=O)([O-])[OH:34].[Na+], predict the reaction product. (8) Given the reactants [CH3:1][C@H:2]1[CH2:7][C@@H:6]([C:8]([OH:10])=O)[C@H:5]([C:11]([CH3:13])=[CH2:12])[CH2:4][CH2:3]1.[I-].Cl[C:16]1[CH:21]=CC=C[N+:17]=1C.C(N)C.C(N(CC)CC)C, predict the reaction product. The product is: [CH2:16]([NH:17][C:8]([C@@H:6]1[CH2:7][C@H:2]([CH3:1])[CH2:3][CH2:4][C@H:5]1[C:11]([CH3:13])=[CH2:12])=[O:10])[CH3:21]. (9) Given the reactants [OH:1][C:2]1[C:10]([CH:11]2[C:19]3[CH:18]=[C:17]4[O:20][CH2:21][CH2:22][O:23][C:16]4=[CH:15][C:14]=3[N:13]([CH2:24][C:25]3[O:26][C:27]([C:30]([F:33])([F:32])[F:31])=[CH:28][CH:29]=3)[C:12]2=[O:34])=[CH:9][C:5]2[CH2:6][CH2:7][O:8][C:4]=2[CH:3]=1.[C:35]1(C(C2C=CC=CC=2)N2C3C(=CC=CC=3)C(C3C=C(C)C(OC)=CC=3O)C2=O)C=CC=CC=1, predict the reaction product. The product is: [F:31][C:30]([F:33])([F:32])[C:27]1[O:26][C:25]([CH2:24][N:13]2[C:14]3[CH:15]=[C:16]4[O:23][CH2:22][CH2:21][O:20][C:17]4=[CH:18][C:19]=3[C:11]3([C:10]4=[CH:9][C:5]5[CH2:6][CH2:7][O:8][C:4]=5[CH:3]=[C:2]4[O:1][CH2:35]3)[C:12]2=[O:34])=[CH:29][CH:28]=1. (10) Given the reactants [CH3:1][C:2]1[CH:3]=[C:4]([CH:7]=[CH:8][C:9]=1[N+:10]([O-:12])=[O:11])[CH:5]=O.C(O)(=O)C.[CH2:17]([O:19][C:20](=[O:23])[CH2:21][NH2:22])[CH3:18].[B-]C#N.[Na+].Cl, predict the reaction product. The product is: [CH2:17]([O:19][C:20](=[O:23])[CH2:21][NH:22][CH2:5][C:4]1[CH:7]=[CH:8][C:9]([N+:10]([O-:12])=[O:11])=[C:2]([CH3:1])[CH:3]=1)[CH3:18].